From a dataset of Drug-target binding data from BindingDB using Ki measurements. Regression. Given a target protein amino acid sequence and a drug SMILES string, predict the binding affinity score between them. We predict pKi (pKi = -log10(Ki in M); higher means stronger inhibition). Dataset: bindingdb_ki. (1) The compound is O=C(NC[C@@H]1OC(=O)N2c3ccc(-n4ccccc4=O)cc3OC[C@@H]12)c1ccc(Cl)s1. The target protein (Q63207) has sequence MESPVRLSLLYVVLASLLLPGRSVFINRERANNVLQRIRRANSFFEEIKKGNLERECVEEICSFEEAREVFEDNEKTTEFWNKYEDGDQCESSPCQNQGECRDGLGSYTCTCTEGFEGKNCELFVRKLCSLDNGDCDQFCREEQNSVVCSCAKGYFLGNDGKSCLSTAPFPCGKTNKGRAKRSVALNTSNSEPDPEDLMPDADILYPTESPSELLNLNKTEPEANSDDVIRIVGGQECKRGECPWQALLFSDEETDGFCGGTILNEFYILTAAHCLHQAKRFKVRVGDLNTEQEDGGEMVHEVDMIIKHNKFQRDTYDFDIAMLRLKTPITFRENVAPACLPQKDWAEATLMTQKTGIVSGFGRTHEKGRQSKVLKMMEVPYVDRNTCRLSTSFSITQNMFCAGYDAKQEDACQGDSGGPHVTRFKDTYFVTGIVSWGEGCARKGKYGIYTKVTAFLKWIDRSMKARVGPTSETPRLTHPPY. The pKi is 8.5. (2) The small molecule is C#Cc1ccc(C2CN3CCCC3c3ccccc32)cc1. The target protein (O55192) has sequence MLLARMNPQVQPELGGADPLPEQPLRPCKTADLLVVKERNGVQCLLASQDSDAQPRETWGKKIDFLLSVVGFAVDLANVWRFPYLCYKNGGGAFLIPYTLFLIIAGMPLFYMELALGQYNREGAATVWKICPFFKGVGYAVILIALYVGFYYNVIIAWSLYYLFASFTLNLPWTNCGHSWNSPNCTDPKLLNASVLGDHTKYSKYKFTPAAEFYERGVLHLHESSGIHDIGLPQWQLLLCLMVVIVVLYFSLWKGVKTSGKVVWITATLPYFVLFVLLVHGVTLPGASNGINAYLHIDFYRLKEATVWIDAATQIFFSLGAGFGVLIAFASYNKFDNNCYRDALLTSTINCVTSFISGFAIFSILGYMAHEHKVNIEDVATEGAGLVFILYPEAISTLSGSTFWAVLFFLMLLALGLDSSMGGMEAVITGLADDFQVLKRHRKLFTCVVTISTFLLALFCITKGGIYVLTLLDTFAAGTSILFAVLMEAIGVSWFYGVDR.... The pKi is 9.0. (3) The small molecule is NC(=O)C1CCCN1C(=O)C(Cc1cnc[nH]1)NC(=O)C1CCC(=O)N1. The target protein sequence is MENQTLSIGMQSINATGMNETVGSMPQIALEVQVVTISLVLLICGVGIAGNIMVVLVVLRTKHMMTPTNCYLVSLAIADLIVLLAAGLPNISEVVASWVYGYVGCLCITYLQYLGINISACSITAFTVERYIAICHSIKAQFICTVSRAKKIIAFVWFFTSMYCVMWFFLVDITEVKFADGVQVNCGYRVSRNLYTPIYFLDFTIFYVIPLVLATVLYGLIARILFMNPLPSNPQDLSRMSSKHYGKPYNSIKLSGKGNKNTASSRKQVTKMLAVVVILFALLWMPYRTLVVVNSFMDPPYLNVWFVLFCRLCIYLNSAINPIIYNLMSQKFRAAFKNLCKCEQKRTEKAAKYNVPVYYSVMKDSSHESPDHDVTVQEDLNGFPAKKVNFTQKCVDTTTTYSVA. The pKi is 5.0. (4) The compound is c1cncc(OC[C@@H]2CCN2)c1. The target protein (P02710) has sequence MILCSYWHVGLVLLLFSCCGLVLGSEHETRLVANLLENYNKVIRPVEHHTHFVDITVGLQLIQLISVDEVNQIVETNVRLRQQWIDVRLRWNPADYGGIKKIRLPSDDVWLPDLVLYNNADGDFAIVHMTKLLLDYTGKIMWTPPAIFKSYCEIIVTHFPFDQQNCTMKLGIWTYDGTKVSISPESDRPDLSTFMESGEWVMKDYRGWKHWVYYTCCPDTPYLDITYHFIMQRIPLYFVVNVIIPCLLFSFLTGLVFYLPTDSGEKMTLSISVLLSLTVFLLVIVELIPSTSSAVPLIGKYMLFTMIFVISSIIITVVVINTHHRSPSTHTMPQWVRKIFIDTIPNVMFFSTMKRASKEKQENKIFADDIDISDISGKQVTGEVIFQTPLIKNPDVKSAIEGVKYIAEHMKSDEESSNAAEEWKYVAMVIDHILLCVFMLICIIGTVSVFAGRLIELSQEG. The pKi is 6.5. (5) The compound is CC(C)(C)[Si](C)(C)O[C@H]1C[C@H](n2ccc(=O)[nH]c2=O)O[C@@H]1COP(=O)(Oc1ccccc1)Oc1ccccc1. The target protein sequence is MHLKIVCLSDEVREMYKNHKTHHEGDSGLDLFIVKDEVLKPKSTTFVKLGIKAIALQYKSNYYYKCEKSENKKKDDDKSNIVNTSFLLFPRSSISKTPLRLANSIGLIDAGYRGEIIAALDNTSDQEYHIKKNDKLVQLVSFTGEPLSFELVEELDETSRGEGGFGSTSNNKY. The pKi is 3.2. (6) The drug is CN(C(=O)Cc1ccccc1)[C@H]1CC[C@@]2(CCCO2)C[C@@H]1N1CCCC1. The target protein sequence is MDSPIQIFRGEPGPTCAPSACLPPNSSAWFPGWAEPDSNGSAGSEDAQLEPAHISPAIPVIITAVYSVVFVVGLVGNSLVMFVIIRYTKMKTATNIYIFNLALADALVTTTMPFQSTVYLMNSWPFGDVLCKIVISIDYYNAFTSIFTLTMMSVDRYIAVCHPVKALDFRTPLKAKIINICIWLLSSSVGISAIVLGGTKVREDVDVIECSLQFPDDDYSWWDLFMKICVFIFAFVIPVLIIIVCYTLMILRLKSVRLLSGSREKDRNLRRITRLVLVVVAVFVVCWTPIHIFILVEALGSTSHSTAALSSYYFCIALGYTNSSLNPILYAFLDENFKRCFRDFCFPLKMRMERQSTSRVRNTVQDPAYLRDIDGMNKPV. The pKi is 7.7.